Predict the reactants needed to synthesize the given product. From a dataset of Full USPTO retrosynthesis dataset with 1.9M reactions from patents (1976-2016). Given the product [NH2:2][C:3]1[C:4]2[C:14]([O:15][CH2:16][C@H:17]3[CH2:22][CH2:21][CH2:20][CH2:19][N:18]3[C:28]([C:27]3[CH:31]=[CH:32][N:33]=[C:25]([NH:24][CH3:23])[CH:26]=3)=[O:29])=[CH:13][CH:12]=[CH:11][C:5]=2[NH:6][S:7](=[O:9])(=[O:10])[N:8]=1, predict the reactants needed to synthesize it. The reactants are: Cl.[NH2:2][C:3]1[C:4]2[C:14]([O:15][CH2:16][C@H:17]3[CH2:22][CH2:21][CH2:20][CH2:19][NH2+:18]3)=[CH:13][CH:12]=[CH:11][C:5]=2[NH:6][S:7](=[O:10])(=[O:9])[N:8]=1.[CH3:23][NH:24][C:25]1[CH:26]=[C:27]([CH:31]=[CH:32][N:33]=1)[C:28](O)=[O:29].